Dataset: Reaction yield outcomes from USPTO patents with 853,638 reactions. Task: Predict the reaction yield, written as a fraction of the theoretical maximum amount of product (1.0 means a 100% yield; for example, 0.34 means a 34% yield). (1) The reactants are [CH2:1]([N:4]1[CH:8]([CH2:9][CH2:10][CH3:11])[CH2:7][O:6][S@:5]1=[O:12])[CH2:2][CH3:3].I([O-])(=O)(=O)=[O:14].[Na+]. The catalyst is C(OCC)(=O)C.O.[Ru](Cl)(Cl)Cl. The product is [CH2:1]([N:4]1[C@H:8]([CH2:9][CH2:10][CH3:11])[CH2:7][O:6][S:5]1(=[O:14])=[O:12])[CH2:2][CH3:3]. The yield is 0.930. (2) The reactants are [Al+3].[Cl-].[Cl-].[Cl-].[C:5](Cl)(=[O:7])[CH3:6].C[O:10][C:11]1[CH:16]=[CH:15][C:14]([C:17]2([C:20]([O:22][CH3:23])=[O:21])[CH2:19][CH2:18]2)=[CH:13][CH:12]=1. The catalyst is C(=S)=S. The product is [CH3:23][O:22][C:20]([C:17]1([C:14]2[CH:15]=[CH:16][C:11]([OH:10])=[C:12]([C:5](=[O:7])[CH3:6])[CH:13]=2)[CH2:19][CH2:18]1)=[O:21]. The yield is 0.810. (3) The catalyst is O1CCOCC1.C1(C)C=CC=CC=1. The yield is 0.980. The product is [CH2:29]([O:31][CH2:32][CH2:33][N:4]1[CH:3]=[C:2]([I:1])[CH:6]=[N:5]1)[CH3:30]. The reactants are [I:1][C:2]1[CH:3]=[N:4][NH:5][CH:6]=1.C(OCN1C2N=CN=C(C3C=NN([CH:29]([O:31][CH2:32][CH3:33])[CH3:30])C=3)C=2C=C1)(=O)C(C)(C)C.Cl.C([O-])(O)=O.[Na+]. (4) The reactants are [S:1]([O-:5])(=[O:4])(=[O:3])[CH3:2].[CH3:6][C:7]1[O:11][C:10]([C:12]2[CH:17]=[CH:16][CH:15]=[CH:14][CH:13]=2)=[N:9][C:8]=1[CH2:18][CH2:19][NH3+:20].B(O)(O)[C@H]1N(C([C@@H](N)C(C)C)=O)CCC1.CS(O)(=O)=O.Cl[CH2:42][C:43]([N:45]1[CH2:49][CH2:48][CH2:47][C@H:46]1[C:50]#[N:51])=[O:44].CS(O)(=O)=O. The catalyst is CN(C=O)C. The product is [S:1]([OH:5])(=[O:4])(=[O:3])[CH3:2].[CH3:6][C:7]1[O:11][C:10]([C:12]2[CH:17]=[CH:16][CH:15]=[CH:14][CH:13]=2)=[N:9][C:8]=1[CH2:18][CH2:19][NH:20][CH2:42][C:43]([N:45]1[CH2:49][CH2:48][CH2:47][C@H:46]1[C:50]#[N:51])=[O:44]. The yield is 0.739. (5) The reactants are [N:1]([C:4]([C:14]([O:16][CH2:17][CH3:18])=[O:15])=[CH:5][C:6]1[O:10][C:9](C(O)=O)=[CH:8][CH:7]=1)=[N+:2]=[N-:3].C([O-])(O)=O.[Na+].[B-](F)(F)(F)[F:25].[B-](F)(F)(F)F.C1[N+]2(CCl)CC[N+](F)(CC2)C1.O. The catalyst is CCOC(C)=O.CCCCCC. The product is [N:1]([C:4](=[CH:5][C:6]1[O:10][C:9]([F:25])=[CH:8][CH:7]=1)[C:14]([O:16][CH2:17][CH3:18])=[O:15])=[N+:2]=[N-:3]. The yield is 0.450. (6) The reactants are Cl[C:2]1[N:7]=[C:6]([C:8]([O:10][CH3:11])=[O:9])[C:5]([N+:12]([O-:14])=[O:13])=[C:4](Cl)[N:3]=1.N1C(C)=CC=CC=1C.[NH2:24][C:25]1[CH:29]=[C:28]([CH3:30])[NH:27][N:26]=1.[CH:31]1([C:34]([NH:36][C:37]2[CH:42]=[CH:41][C:40]([SH:43])=[CH:39][CH:38]=2)=[O:35])[CH2:33][CH2:32]1. The catalyst is O1CCOCC1.C(OCC)(=O)C. The product is [CH:31]1([C:34]([NH:36][C:37]2[CH:38]=[CH:39][C:40]([S:43][C:2]3[N:7]=[C:6]([C:8]([O:10][CH3:11])=[O:9])[C:5]([N+:12]([O-:14])=[O:13])=[C:4]([NH:24][C:25]4[CH:29]=[C:28]([CH3:30])[NH:27][N:26]=4)[N:3]=3)=[CH:41][CH:42]=2)=[O:35])[CH2:32][CH2:33]1. The yield is 0.700.